From a dataset of Full USPTO retrosynthesis dataset with 1.9M reactions from patents (1976-2016). Predict the reactants needed to synthesize the given product. (1) Given the product [O:22]=[C:9]1[NH:10][CH:11]([CH2:14][CH2:15][C:16]2[CH:21]=[CH:20][CH:19]=[CH:18][CH:17]=2)[C:12](=[O:13])[N:8]1[CH:4]([CH:5]([CH3:7])[CH3:6])[C:3]([OH:23])=[O:2], predict the reactants needed to synthesize it. The reactants are: C[O:2][C:3](=[O:23])[CH:4]([N:8]1[C:12](=[O:13])[CH:11]([CH2:14][CH2:15][C:16]2[CH:21]=[CH:20][CH:19]=[CH:18][CH:17]=2)[NH:10][C:9]1=[O:22])[CH:5]([CH3:7])[CH3:6]. (2) Given the product [CH3:27][O:28][CH2:29][CH2:30][NH:31][C:2]1[CH:7]=[CH:6][C:5]([C:8]2[O:9][C:10]([C:13]3[C:14]([C:19]4[CH:24]=[CH:23][CH:22]=[CH:21][CH:20]=4)=[N:15][O:16][C:17]=3[CH3:18])=[N:11][N:12]=2)=[C:4]([O:25][CH3:26])[CH:3]=1, predict the reactants needed to synthesize it. The reactants are: F[C:2]1[CH:7]=[CH:6][C:5]([C:8]2[O:9][C:10]([C:13]3[C:14]([C:19]4[CH:24]=[CH:23][CH:22]=[CH:21][CH:20]=4)=[N:15][O:16][C:17]=3[CH3:18])=[N:11][N:12]=2)=[C:4]([O:25][CH3:26])[CH:3]=1.[CH3:27][O:28][CH2:29][CH2:30][NH2:31]. (3) Given the product [Cl:8][C:6]1[C:5]([C:9]#[N:10])=[CH:4][N:3]=[C:2]([NH:16][CH2:15][C:14]2[CH:17]=[CH:18][CH:19]=[CH:20][C:13]=2[S:12][CH3:11])[N:7]=1, predict the reactants needed to synthesize it. The reactants are: Cl[C:2]1[N:7]=[C:6]([Cl:8])[C:5]([C:9]#[N:10])=[CH:4][N:3]=1.[CH3:11][S:12][C:13]1[CH:20]=[CH:19][CH:18]=[CH:17][C:14]=1[CH2:15][NH2:16].CCOC(C)=O.O. (4) Given the product [F:14][CH:2]([F:1])[O:3][C:4]1[C:8]([I:37])=[C:7]([C:9]([O:11][CH3:12])=[O:10])[N:6]([CH3:13])[N:5]=1, predict the reactants needed to synthesize it. The reactants are: [F:1][CH:2]([F:14])[O:3][C:4]1[CH:8]=[C:7]([C:9]([O:11][CH3:12])=[O:10])[N:6]([CH3:13])[N:5]=1.[N+]([O-])([O-])=O.[Ce+4].[NH4+].[N+]([O-])([O-])=O.[N+]([O-])([O-])=O.[N+]([O-])([O-])=O.[N+]([O-])([O-])=O.[I:37]I.